Dataset: Reaction yield outcomes from USPTO patents with 853,638 reactions. Task: Predict the reaction yield, written as a fraction of the theoretical maximum amount of product (1.0 means a 100% yield; for example, 0.34 means a 34% yield). The reactants are Cl.[NH2:2][C@H:3]([C:11]([NH2:13])=[O:12])[CH2:4][C:5]1[CH:10]=[CH:9][CH:8]=[CH:7][CH:6]=1.CCN(CC)CC.C1C=CC2N(O)N=NC=2C=1.O.[C:32](O)(=[O:36])[C:33]([CH3:35])=[O:34].CCN=C=NCCCN(C)C.Cl. The catalyst is C(Cl)Cl. The product is [O:34]=[C:33]([CH3:35])[C:32]([NH:13][C:11](=[O:12])[C@H:3]([CH2:4][C:5]1[CH:10]=[CH:9][CH:8]=[CH:7][CH:6]=1)[NH2:2])=[O:36]. The yield is 0.650.